Task: Predict the reactants needed to synthesize the given product.. Dataset: Full USPTO retrosynthesis dataset with 1.9M reactions from patents (1976-2016) (1) Given the product [CH2:13]([C:8]1[CH:9]=[C:10]2[C:5](=[CH:6][CH:7]=1)[CH:4]=[C:3]([CH:2]=[O:1])[CH:12]=[CH:11]2)[CH2:14][CH2:15][CH2:16][CH2:17][CH2:18][CH2:19][CH3:20], predict the reactants needed to synthesize it. The reactants are: [OH:1][CH2:2][C:3]1[CH:12]=[CH:11][C:10]2[C:5](=[CH:6][CH:7]=[C:8]([CH2:13][CH2:14][CH2:15][CH2:16][CH2:17][CH2:18][CH2:19][CH3:20])[CH:9]=2)[CH:4]=1. (2) Given the product [CH2:16]([O:23][C:24]1[CH:25]=[C:26]([CH:27]=[C:28]([O:30][CH2:31][CH:32]2[CH2:33][CH2:34]2)[CH:29]=1)[CH2:35][N:4]1[C:5]2[C:10](=[CH:9][CH:8]=[CH:7][CH:6]=2)[C:2]([C:77]2[CH:78]=[CH:79][C:74]([C:70]([CH3:73])([CH3:72])[CH3:71])=[CH:75][CH:76]=2)=[C:3]1[C:11]([O:13][CH2:14][CH3:15])=[O:12])[C:17]1[CH:18]=[CH:19][CH:20]=[CH:21][CH:22]=1, predict the reactants needed to synthesize it. The reactants are: Br[C:2]1[C:10]2[C:5](=[CH:6][CH:7]=[CH:8][CH:9]=2)[NH:4][C:3]=1[C:11]([O:13][CH2:14][CH3:15])=[O:12].[CH2:16]([O:23][C:24]1[CH:25]=[C:26]([CH2:35]O)[CH:27]=[C:28]([O:30][CH2:31][CH:32]2[CH2:34][CH2:33]2)[CH:29]=1)[C:17]1[CH:22]=[CH:21][CH:20]=[CH:19][CH:18]=1.CC(OC(/N=N/C(OC(C)C)=O)=O)C.C1C=CC(P(C2C=CC=CC=2)C2C=CC=CC=2)=CC=1.[C:70]([C:74]1[CH:79]=[CH:78][C:77](B(O)O)=[CH:76][CH:75]=1)([CH3:73])([CH3:72])[CH3:71].C([O-])(O)=O.[Na+].